Dataset: Full USPTO retrosynthesis dataset with 1.9M reactions from patents (1976-2016). Task: Predict the reactants needed to synthesize the given product. (1) Given the product [F:32][C:29]([F:30])([F:31])[C:25]1[CH:24]=[C:23]([CH:2]([C:13]2[CH:18]=[CH:17][CH:16]=[C:15]([C:19]([F:22])([F:21])[F:20])[CH:14]=2)[C:3]2[S:7][C:6]([C:8]([O:10][CH2:11][CH3:12])=[O:9])=[CH:5][CH:4]=2)[CH:28]=[CH:27][CH:26]=1, predict the reactants needed to synthesize it. The reactants are: O[C:2]([C:23]1[CH:28]=[CH:27][CH:26]=[C:25]([C:29]([F:32])([F:31])[F:30])[CH:24]=1)([C:13]1[CH:18]=[CH:17][CH:16]=[C:15]([C:19]([F:22])([F:21])[F:20])[CH:14]=1)[C:3]1[S:7][C:6]([C:8]([O:10][CH2:11][CH3:12])=[O:9])=[CH:5][CH:4]=1.B(F)(F)F.O(CC)CC.C([SiH](CC)CC)C. (2) Given the product [CH2:8]([N:15]1[CH:20]2[CH2:21][CH2:22][CH:16]1[CH:17]=[C:18]([C:23]1[C:24]([OH:31])=[C:25]([CH:28]=[CH:29][CH:30]=1)[C:26]([NH2:27])=[O:4])[CH2:19]2)[C:9]1[CH:14]=[CH:13][CH:12]=[CH:11][CH:10]=1, predict the reactants needed to synthesize it. The reactants are: FC(F)(F)C(O)=[O:4].[CH2:8]([N:15]1[CH:20]2[CH2:21][CH2:22][CH:16]1[CH:17]=[C:18]([C:23]1[C:24]([O:31]C(C)(C)C)=[C:25]([CH:28]=[CH:29][CH:30]=1)[C:26]#[N:27])[CH2:19]2)[C:9]1[CH:14]=[CH:13][CH:12]=[CH:11][CH:10]=1. (3) Given the product [Br:8][C:9]1[CH:10]=[C:11]([S:15]([NH:1][C:2]2[CH:7]=[CH:6][CH:5]=[CH:4][CH:3]=2)(=[O:17])=[O:16])[CH:12]=[CH:13][CH:14]=1, predict the reactants needed to synthesize it. The reactants are: [NH2:1][C:2]1[CH:7]=[CH:6][CH:5]=[CH:4][CH:3]=1.[Br:8][C:9]1[CH:10]=[C:11]([S:15](Cl)(=[O:17])=[O:16])[CH:12]=[CH:13][CH:14]=1.CCN(CC)CC.Cl. (4) Given the product [Cl:26][C:27]1[CH:32]=[CH:31][C:30]([C:2]2[CH:25]=[CH:24][CH:23]=[CH:22][C:3]=2[CH2:4][N:5]2[CH2:10][CH2:9][N:8]([C:11]3[CH:21]=[CH:20][C:14]([C:15]([O:17][CH2:18][CH3:19])=[O:16])=[CH:13][CH:12]=3)[CH2:7][CH2:6]2)=[CH:29][CH:28]=1, predict the reactants needed to synthesize it. The reactants are: Br[C:2]1[CH:25]=[CH:24][CH:23]=[CH:22][C:3]=1[CH2:4][N:5]1[CH2:10][CH2:9][N:8]([C:11]2[CH:21]=[CH:20][C:14]([C:15]([O:17][CH2:18][CH3:19])=[O:16])=[CH:13][CH:12]=2)[CH2:7][CH2:6]1.[Cl:26][C:27]1[CH:32]=[CH:31][C:30](B(O)O)=[CH:29][CH:28]=1.C([O-])([O-])=O.[Na+].[Na+]. (5) Given the product [OH:1][CH:2]1[CH2:6][CH2:5][C@H:4]([C:7]([O:9][CH2:10][C:11]2[CH:12]=[CH:13][CH:14]=[CH:15][CH:16]=2)=[O:8])[CH2:3]1.[OH:1][C@@H:2]1[CH2:6][CH2:5][C@H:4]([C:7]([O:9][CH2:10][C:11]2[CH:12]=[CH:13][CH:14]=[CH:15][CH:16]=2)=[O:8])[CH2:3]1, predict the reactants needed to synthesize it. The reactants are: [O:1]=[C:2]1[CH2:6][CH2:5][C@H:4]([C:7]([O:9][CH2:10][C:11]2[CH:16]=[CH:15][CH:14]=[CH:13][CH:12]=2)=[O:8])[CH2:3]1.[BH4-].[Na+].C(O)(=O)C.